From a dataset of Reaction yield outcomes from USPTO patents with 853,638 reactions. Predict the reaction yield, written as a fraction of the theoretical maximum amount of product (1.0 means a 100% yield; for example, 0.34 means a 34% yield). (1) The reactants are [Cl:1][C:2]1[C:7]([CH3:8])=[C:6]([Cl:9])[CH:5]=[CH:4][N:3]=1.C1C(=O)N([Br:17])C(=O)C1.C(OOC(=O)C1C=CC=CC=1)(=O)C1C=CC=CC=1. The catalyst is C(Cl)(Cl)(Cl)Cl. The product is [Br:17][CH2:8][C:7]1[C:2]([Cl:1])=[N:3][CH:4]=[CH:5][C:6]=1[Cl:9]. The yield is 0.950. (2) The reactants are [F:8][C:7]([F:10])([F:9])[C:6](O[C:6](=[O:11])[C:7]([F:10])([F:9])[F:8])=[O:11].[Br:14][C:15]1[CH:21]=[CH:20][C:18]([NH2:19])=[CH:17][C:16]=1[F:22].[N+:23]([O-])([O-:25])=[O:24].[K+]. No catalyst specified. The product is [Br:14][C:15]1[C:16]([F:22])=[CH:17][C:18]([NH:19][C:6](=[O:11])[C:7]([F:8])([F:9])[F:10])=[C:20]([N+:23]([O-:25])=[O:24])[CH:21]=1. The yield is 1.00. (3) The reactants are [Br:1][C:2]1[CH:10]=[CH:9][CH:8]=[C:7]2[C:3]=1[CH2:4][CH2:5][C@@H:6]2[OH:11].[CH3:12][C:13]([Si:16](Cl)([CH3:18])[CH3:17])([CH3:15])[CH3:14].N1C=CN=C1. The catalyst is CN(C=O)C.C([O-])(O)=O.[Na+]. The product is [Br:1][C:2]1[CH:10]=[CH:9][CH:8]=[C:7]2[C:3]=1[CH2:4][CH2:5][C@@H:6]2[O:11][Si:16]([C:13]([CH3:15])([CH3:14])[CH3:12])([CH3:18])[CH3:17]. The yield is 0.880. (4) The reactants are [Cl:1][C:2]1[CH:21]=[C:20]([C:22]2[C:30]3[C:25](=[CH:26][CH:27]=[C:28]([NH:31][C:32](=[O:44])[CH:33]([N:39]4[CH2:43][CH2:42][CH2:41][CH2:40]4)[C:34]4[CH:38]=[CH:37][S:36][CH:35]=4)[CH:29]=3)[NH:24][N:23]=2)[CH:19]=[CH:18][C:3]=1[O:4][CH:5]1[CH2:10][CH2:9][N:8](C(OC(C)(C)C)=O)[CH2:7][CH2:6]1.C(O)(C(F)(F)F)=O. The catalyst is C(Cl)Cl. The product is [Cl:1][C:2]1[CH:21]=[C:20]([C:22]2[C:30]3[C:25](=[CH:26][CH:27]=[C:28]([NH:31][C:32](=[O:44])[CH:33]([N:39]4[CH2:40][CH2:41][CH2:42][CH2:43]4)[C:34]4[CH:38]=[CH:37][S:36][CH:35]=4)[CH:29]=3)[NH:24][N:23]=2)[CH:19]=[CH:18][C:3]=1[O:4][CH:5]1[CH2:6][CH2:7][NH:8][CH2:9][CH2:10]1. The yield is 0.850. (5) The reactants are [NH2:1][C:2]1[CH:16]=[CH:15][CH:14]=[C:13]([F:17])[C:3]=1[C:4]([NH:6][C:7]1[CH:12]=[CH:11][CH:10]=[CH:9][CH:8]=1)=[O:5].[C:18]([O:22][C:23]([NH:25][C@@H:26]([CH2:30][CH3:31])[C:27](O)=[O:28])=[O:24])([CH3:21])([CH3:20])[CH3:19].CN(C(ON1N=NC2C=CC=NC1=2)=[N+](C)C)C.F[P-](F)(F)(F)(F)F.CCN(C(C)C)C(C)C. The catalyst is C(Cl)Cl. The product is [F:17][C:13]1[C:3]([C:4](=[O:5])[NH:6][C:7]2[CH:12]=[CH:11][CH:10]=[CH:9][CH:8]=2)=[C:2]([NH:1][C:27](=[O:28])[C@@H:26]([NH:25][C:23](=[O:24])[O:22][C:18]([CH3:20])([CH3:19])[CH3:21])[CH2:30][CH3:31])[CH:16]=[CH:15][CH:14]=1. The yield is 0.915. (6) The reactants are [C:1]([O:5][C:6](=[O:47])[CH2:7][N:8]([C:16]1[CH:21]=[CH:20][C:19](Br)=[C:18]([CH:23]([CH2:34][C:35]2[N:36]=[N:37][C:38]([C:41]3[CH:46]=[CH:45][CH:44]=[CH:43][CH:42]=3)=[CH:39][CH:40]=2)[NH:24][S:25]([C:28]2[CH:29]=[N:30][CH:31]=[CH:32][CH:33]=2)(=[O:27])=[O:26])[N:17]=1)[C:9]([O:11][C:12]([CH3:15])([CH3:14])[CH3:13])=[O:10])([CH3:4])([CH3:3])[CH3:2].C(N(CC)CC)C. The catalyst is C(O)C.[Pd]. The product is [C:1]([O:5][C:6](=[O:47])[CH2:7][N:8]([C:9]([O:11][C:12]([CH3:15])([CH3:14])[CH3:13])=[O:10])[C:16]1[CH:21]=[CH:20][CH:19]=[C:18]([CH:23]([CH2:34][C:35]2[N:36]=[N:37][C:38]([C:41]3[CH:42]=[CH:43][CH:44]=[CH:45][CH:46]=3)=[CH:39][CH:40]=2)[NH:24][S:25]([C:28]2[CH:29]=[N:30][CH:31]=[CH:32][CH:33]=2)(=[O:27])=[O:26])[N:17]=1)([CH3:3])([CH3:4])[CH3:2]. The yield is 0.720. (7) The reactants are [CH3:1]CCCCC.[H-].[Na+].[Br:9][C:10]1[CH:11]=[C:12]([CH:16]=[CH:17][C:18]=1[CH3:19])[C:13]([OH:15])=[O:14]. The catalyst is CN(C=O)C.CCOC(C)=O. The product is [Br:9][C:10]1[CH:11]=[C:12]([CH:16]=[CH:17][C:18]=1[CH3:19])[C:13]([O:15][CH3:1])=[O:14]. The yield is 0.630. (8) The reactants are Cl[C:2]1[CH:7]=[C:6](COC)[N:5]=[C:4]([N:11]2[CH2:15][CH2:14][CH2:13][CH:12]2[C:16]2[O:20][N:19]=[C:18]([CH:21]3[CH2:23][CH2:22]3)[CH:17]=2)[N:3]=1.[NH2:24][C:25]1[CH:29]=[C:28]([CH3:30])[NH:27][N:26]=1.Cl.[O:32]1[CH2:37]COC[CH2:33]1. The catalyst is CN1C(=O)CCC1. The product is [CH:21]1([C:18]2[CH:17]=[C:16]([CH:12]3[CH2:13][CH2:14][CH2:15][N:11]3[C:4]3[N:5]=[C:6]([NH:24][C:25]4[CH:29]=[C:28]([CH3:30])[NH:27][N:26]=4)[C:7]([CH2:33][O:32][CH3:37])=[CH:2][N:3]=3)[O:20][N:19]=2)[CH2:22][CH2:23]1. The yield is 0.340. (9) The reactants are [CH3:1][O:2][C:3]1[CH:4]=[C:5]2[C:10](=[CH:11][C:12]=1[O:13][CH3:14])[N:9]=[CH:8][N:7]=[C:6]2[O:15][C:16]1[CH:22]=[CH:21][C:19]([NH2:20])=[CH:18][CH:17]=1.[C:23]1([CH3:29])C=CC=C[CH:24]=1.ClC(Cl)([O:33][C:34](=O)[O:35]C(Cl)(Cl)Cl)Cl.C(=O)(O)[O-].[Na+]. The catalyst is C(Cl)Cl.C(O)CC.C(N(CC)CC)C. The product is [CH3:1][O:2][C:3]1[CH:4]=[C:5]2[C:10](=[CH:11][C:12]=1[O:13][CH3:14])[N:9]=[CH:8][N:7]=[C:6]2[O:15][C:16]1[CH:22]=[CH:21][C:19]([NH:20][C:34](=[O:33])[O:35][CH2:24][CH2:23][CH3:29])=[CH:18][CH:17]=1. The yield is 1.00. (10) The reactants are Cl[C:2]1[N:3]=[N:4][C:5]([C:8]2[O:12][N:11]=[C:10]([CH3:13])[N:9]=2)=[CH:6][CH:7]=1.[NH:14]1[CH2:19][CH2:18][C:17]2([C:24]3[CH:25]=[CH:26][CH:27]=[CH:28][C:23]=3[NH:22][C:21](=[O:29])[O:20]2)[CH2:16][CH2:15]1.C(N(CC)CC)C.O. The catalyst is CN(C)C=O. The product is [CH3:13][C:10]1[N:9]=[C:8]([C:5]2[N:4]=[N:3][C:2]([N:14]3[CH2:15][CH2:16][C:17]4([C:24]5[CH:25]=[CH:26][CH:27]=[CH:28][C:23]=5[NH:22][C:21](=[O:29])[O:20]4)[CH2:18][CH2:19]3)=[CH:7][CH:6]=2)[O:12][N:11]=1. The yield is 0.420.